Predict the reaction yield, written as a fraction of the theoretical maximum amount of product (1.0 means a 100% yield; for example, 0.34 means a 34% yield). From a dataset of Reaction yield outcomes from USPTO patents with 853,638 reactions. The reactants are [N:1]1[CH:2]=[CH:3][N:4]2[CH:9]=[C:8]([CH2:10][O:11][C:12]3[CH:17]=[CH:16][N+:15]([O-])=[CH:14][CH:13]=3)[CH:7]=[CH:6][C:5]=12.C(OC(=O)C)(=[O:21])C. No catalyst specified. The product is [N:1]1[CH:2]=[CH:3][N:4]2[CH:9]=[C:8]([CH2:10][O:11][C:12]3[CH:17]=[CH:16][NH:15][C:14](=[O:21])[CH:13]=3)[CH:7]=[CH:6][C:5]=12. The yield is 0.280.